Predict which catalyst facilitates the given reaction. From a dataset of Catalyst prediction with 721,799 reactions and 888 catalyst types from USPTO. (1) Reactant: Cl[C:2]1[N:7]=[C:6]([NH:8][CH:9]2[CH2:11][CH2:10]2)[N:5]=[C:4]([C:12]2[CH:17]=[CH:16][CH:15]=[C:14]([C:18]#[N:19])[CH:13]=2)[C:3]=1[C:20]#[N:21].[SH:22][CH2:23][C:24]([NH2:26])=[O:25].C(=O)([O-])[O-].[Na+].[Na+].[O-]CC.[Na+]. Product: [NH2:21][C:20]1[C:3]2[C:4]([C:12]3[CH:17]=[CH:16][CH:15]=[C:14]([C:18]#[N:19])[CH:13]=3)=[N:5][C:6]([NH:8][CH:9]3[CH2:11][CH2:10]3)=[N:7][C:2]=2[S:22][C:23]=1[C:24]([NH2:26])=[O:25]. The catalyst class is: 8. (2) Reactant: [Cl:1][C:2]1[CH:7]=[CH:6][CH:5]=[C:4]([CH2:8][O:9][C:10]([CH3:16])([CH3:15])[C:11]([F:14])([F:13])[F:12])[CH:3]=1.[B:17]1([B:17]2[O:21][C:20]([CH3:23])([CH3:22])[C:19]([CH3:25])([CH3:24])[O:18]2)[O:21][C:20]([CH3:23])([CH3:22])[C:19]([CH3:25])([CH3:24])[O:18]1.C(=O)([O-])O.[Na+]. Product: [Cl:1][C:2]1[CH:7]=[C:6]([B:17]2[O:21][C:20]([CH3:23])([CH3:22])[C:19]([CH3:25])([CH3:24])[O:18]2)[CH:5]=[C:4]([CH2:8][O:9][C:10]([CH3:16])([CH3:15])[C:11]([F:12])([F:13])[F:14])[CH:3]=1. The catalyst class is: 7. (3) Reactant: [O:1]1[CH2:5][CH2:4][CH:3]([CH2:6][OH:7])[CH2:2]1.C(N(CC)CC)C.[CH3:15][C:16]1[CH:21]=[CH:20][C:19]([S:22](Cl)(=[O:24])=[O:23])=[CH:18][CH:17]=1. Product: [CH3:15][C:16]1[CH:21]=[CH:20][C:19]([S:22]([O:7][CH2:6][CH:3]2[CH2:4][CH2:5][O:1][CH2:2]2)(=[O:24])=[O:23])=[CH:18][CH:17]=1. The catalyst class is: 64.